Dataset: NCI-60 drug combinations with 297,098 pairs across 59 cell lines. Task: Regression. Given two drug SMILES strings and cell line genomic features, predict the synergy score measuring deviation from expected non-interaction effect. Drug 1: COC1=C2C(=CC3=C1OC=C3)C=CC(=O)O2. Drug 2: C1C(C(OC1N2C=NC(=NC2=O)N)CO)O. Cell line: BT-549. Synergy scores: CSS=10.8, Synergy_ZIP=-4.05, Synergy_Bliss=0.905, Synergy_Loewe=-0.666, Synergy_HSA=2.11.